From a dataset of Reaction yield outcomes from USPTO patents with 853,638 reactions. Predict the reaction yield, written as a fraction of the theoretical maximum amount of product (1.0 means a 100% yield; for example, 0.34 means a 34% yield). (1) The reactants are Cl[C:2]1[N:11]=[C:10]([N:12]([C:14]2[CH:19]=[CH:18][C:17]([O:20][CH3:21])=[CH:16][CH:15]=2)[CH3:13])[C:9]2[C:4](=[CH:5][CH:6]=[CH:7][CH:8]=2)[N:3]=1.Cl.[NH2:23][OH:24]. The catalyst is C(O)(C)C. The product is [OH:24][NH:23][C:2]1[N:11]=[C:10]([N:12]([C:14]2[CH:19]=[CH:18][C:17]([O:20][CH3:21])=[CH:16][CH:15]=2)[CH3:13])[C:9]2[C:4](=[CH:5][CH:6]=[CH:7][CH:8]=2)[N:3]=1. The yield is 0.400. (2) The reactants are [Cl:1][C:2]1[CH:7]=[CH:6][C:5]([O:8][C:9]2[CH:14]=[CH:13][C:12]([N+:15]([O-])=O)=[CH:11][C:10]=2[O:18][CH3:19])=[CH:4][C:3]=1[Cl:20].[Cl-].[NH4+]. The product is [Cl:20][C:3]1[CH:4]=[C:5]([CH:6]=[CH:7][C:2]=1[Cl:1])[O:8][C:9]1[CH:14]=[CH:13][C:12]([NH2:15])=[CH:11][C:10]=1[O:18][CH3:19]. The yield is 0.740. The catalyst is [Fe]. (3) The reactants are [H-].[Na+].[CH3:3][O:4][C@H:5]1[CH2:9][CH2:8][N:7]([C:10]([C:12]2[S:20][C:19]3[C:14](=[N:15][CH:16]=[CH:17][C:18]=3[O:21][C:22]3[CH:23]=[C:24]4[C:28](=[CH:29][CH:30]=3)[NH:27][C:26]([CH3:31])=[CH:25]4)[CH:13]=2)=[O:11])[CH2:6]1.[C:32](O[C:32](=[O:35])[CH2:33][CH3:34])(=[O:35])[CH2:33][CH3:34]. The catalyst is C1COCC1. The product is [CH3:3][O:4][C@H:5]1[CH2:9][CH2:8][N:7]([C:10]([C:12]2[S:20][C:19]3[C:14](=[N:15][CH:16]=[CH:17][C:18]=3[O:21][C:22]3[CH:23]=[C:24]4[C:28](=[CH:29][CH:30]=3)[N:27]([C:32](=[O:35])[CH2:33][CH3:34])[C:26]([CH3:31])=[CH:25]4)[CH:13]=2)=[O:11])[CH2:6]1. The yield is 0.950. (4) The catalyst is C1(C)C=CC=CC=1. The reactants are [CH3:1][O:2][C:3](=[O:12])[C:4]1[CH:9]=[CH:8][CH:7]=[C:6]([NH2:10])[C:5]=1[OH:11].N1C=CC=CC=1.[CH3:19][C:20]1[CH:21]=[C:22]([CH:26]=[CH:27][CH:28]=1)[C:23](Cl)=[O:24]. The product is [OH:11][C:5]1[C:6]([NH:10][C:23](=[O:24])[C:22]2[CH:26]=[CH:27][CH:28]=[C:20]([CH3:19])[CH:21]=2)=[CH:7][CH:8]=[CH:9][C:4]=1[C:3]([O:2][CH3:1])=[O:12]. The yield is 0.630. (5) The reactants are [CH:1](=O)[CH3:2].[Br:4][C:5]1[C:14]([NH:15][CH:16]2[CH2:21][CH2:20][C:19]([F:23])([F:22])[CH2:18][CH2:17]2)=[CH:13][CH:12]=[CH:11][C:6]=1[C:7]([O:9][CH3:10])=[O:8].CC(O)=O.[BH-](OC(C)=O)(OC(C)=O)OC(C)=O.[Na+]. The catalyst is C(Cl)Cl. The product is [Br:4][C:5]1[C:14]([N:15]([CH:16]2[CH2:21][CH2:20][C:19]([F:22])([F:23])[CH2:18][CH2:17]2)[CH2:1][CH3:2])=[CH:13][CH:12]=[CH:11][C:6]=1[C:7]([O:9][CH3:10])=[O:8]. The yield is 0.454. (6) The reactants are N[C:2]1[N:3]([C:13]2[C:22]3[C:17](=[CH:18][CH:19]=[CH:20][CH:21]=3)[C:16]([CH:23]3[CH2:25][CH2:24]3)=[CH:15][CH:14]=2)[C:4]([S:7][CH2:8][CH2:9][C:10]([O-:12])=[O:11])=[N:5][N:6]=1.N([O-])=O.[Na+].Cl[CH:31](Cl)[C:32](O)=O.O.C(Br)(Br)[Br:38]. The catalyst is [Br-].C([N+](CC)(CC)CC)C1C=CC=CC=1.ClCCl. The product is [Br:38][C:2]1[N:3]([C:13]2[C:22]3[C:17](=[CH:18][CH:19]=[CH:20][CH:21]=3)[C:16]([CH:23]3[CH2:24][CH2:25]3)=[CH:15][CH:14]=2)[C:4]([S:7][CH2:8][CH2:9][C:10]([O:12][CH2:31][CH3:32])=[O:11])=[N:5][N:6]=1. The yield is 0.476.